Dataset: Forward reaction prediction with 1.9M reactions from USPTO patents (1976-2016). Task: Predict the product of the given reaction. (1) Given the reactants [Br:1][C:2]1[CH:3]=[C:4]([CH:31]=[CH:32][CH:33]=1)[CH2:5][N:6]1[C:14]2[C:13](=[O:15])[N:12]([CH3:16])[C:11](=[O:17])[N:10]([CH3:18])[C:9]=2[N:8]=[C:7]1[S:19][C:20]([CH3:30])([CH3:29])[C:21]([NH:23][CH:24]([CH2:27][CH3:28])[CH:25]=O)=[O:22], predict the reaction product. The product is: [Br:1][C:2]1[CH:3]=[C:4]([CH:31]=[CH:32][CH:33]=1)[CH2:5][N:6]1[C:14]2[C:13](=[O:15])[N:12]([CH3:16])[C:11](=[O:17])[N:10]([CH3:18])[C:9]=2[N:8]=[C:7]1[S:19][C:20]([C:21]1[O:22][CH:25]=[C:24]([CH2:27][CH3:28])[N:23]=1)([CH3:29])[CH3:30]. (2) Given the reactants CO[C:3](=[O:12])[C:4]1[CH:9]=[C:8](Br)[C:7](Cl)=[N:6][CH:5]=1.[CH:13]1([CH2:16][OH:17])[CH2:15][CH2:14]1.[F:18][C:19]([F:31])([F:30])[O:20][C:21]1[CH:26]=[CH:25][C:24](B(O)O)=[CH:23][CH:22]=1.[NH2:32][CH2:33][C:34]([CH:37]1[CH2:39][CH2:38]1)([OH:36])[CH3:35], predict the reaction product. The product is: [CH:37]1([C@@:34]([OH:36])([CH3:35])[CH2:33][NH:32][C:3](=[O:12])[C:4]2[CH:9]=[C:8]([C:24]3[CH:25]=[CH:26][C:21]([O:20][C:19]([F:31])([F:30])[F:18])=[CH:22][CH:23]=3)[C:7]([O:17][CH2:16][CH:13]3[CH2:15][CH2:14]3)=[N:6][CH:5]=2)[CH2:39][CH2:38]1. (3) Given the reactants [Cl:1][C:2]1[C:3]([C:16]2[C:24]3[C:19](=[CH:20][CH:21]=[CH:22][CH:23]=3)[N:18]([S:25]([C:28]3[CH:33]=[CH:32][CH:31]=[CH:30][CH:29]=3)(=[O:27])=[O:26])[CH:17]=2)=[N:4][C:5]([NH:8][C:9]2[CH:14]=[CH:13][CH:12]=[C:11]([NH2:15])[CH:10]=2)=[N:6][CH:7]=1.[CH3:34][C:35]([O:38][C:39]([NH:41][CH2:42][C:43](O)=[O:44])=[O:40])([CH3:37])[CH3:36].CCN(CC)CC.CN(C(ON1N=NC2C=CC=CC1=2)=[N+](C)C)C.F[P-](F)(F)(F)(F)F, predict the reaction product. The product is: [Cl:1][C:2]1[C:3]([C:16]2[C:24]3[C:19](=[CH:20][CH:21]=[CH:22][CH:23]=3)[N:18]([S:25]([C:28]3[CH:29]=[CH:30][CH:31]=[CH:32][CH:33]=3)(=[O:27])=[O:26])[CH:17]=2)=[N:4][C:5]([NH:8][C:9]2[CH:10]=[C:11]([NH:15][C:43](=[O:44])[CH2:42][NH:41][C:39](=[O:40])[O:38][C:35]([CH3:34])([CH3:36])[CH3:37])[CH:12]=[CH:13][CH:14]=2)=[N:6][CH:7]=1. (4) Given the reactants [Br:1][C:2]1[CH:10]=[CH:9][C:5]([C:6]([OH:8])=O)=[CH:4][C:3]=1[Cl:11].[CH3:12][C:13]1[CH:18]=[C:17]([CH3:19])[CH:16]=[CH:15][C:14]=1[N:20]1[CH2:25][CH2:24][NH:23][CH2:22][CH2:21]1, predict the reaction product. The product is: [Br:1][C:2]1[CH:10]=[CH:9][C:5]([C:6]([N:23]2[CH2:24][CH2:25][N:20]([C:14]3[CH:15]=[CH:16][C:17]([CH3:19])=[CH:18][C:13]=3[CH3:12])[CH2:21][CH2:22]2)=[O:8])=[CH:4][C:3]=1[Cl:11]. (5) Given the reactants Cl[C:2]1[N:7]=[C:6]([NH:8][C@@H:9]2[CH2:14][CH2:13][CH2:12][N:11]([C:15](=[O:18])[CH:16]=[CH2:17])[CH2:10]2)[C:5]([F:19])=[CH:4][N:3]=1.C([O-])([O-])=O.[Cs+].[Cs+].[NH2:26][C:27]1[CH:44]=[CH:43][C:30]2[CH2:31][CH2:32][N:33]([C:36]([O:38][C:39]([CH3:42])([CH3:41])[CH3:40])=[O:37])[CH2:34][CH2:35][C:29]=2[CH:28]=1.CN(C1C(C2C(P(C3CCCCC3)C3CCCCC3)=CC=CC=2)=CC=CC=1)C, predict the reaction product. The product is: [C:15]([N:11]1[CH2:12][CH2:13][CH2:14][C@@H:9]([NH:8][C:6]2[C:5]([F:19])=[CH:4][N:3]=[C:2]([NH:26][C:27]3[CH:44]=[CH:43][C:30]4[CH2:31][CH2:32][N:33]([C:36]([O:38][C:39]([CH3:40])([CH3:42])[CH3:41])=[O:37])[CH2:34][CH2:35][C:29]=4[CH:28]=3)[N:7]=2)[CH2:10]1)(=[O:18])[CH:16]=[CH2:17]. (6) Given the reactants C([O:3][C:4]([C:6]1[CH:10]=[C:9]([C:11]([CH3:14])([CH3:13])[CH3:12])[O:8][N:7]=1)=[O:5])C.[OH-].[Na+].Cl, predict the reaction product. The product is: [C:11]([C:9]1[O:8][N:7]=[C:6]([C:4]([OH:5])=[O:3])[CH:10]=1)([CH3:14])([CH3:12])[CH3:13].